From a dataset of Reaction yield outcomes from USPTO patents with 853,638 reactions. Predict the reaction yield, written as a fraction of the theoretical maximum amount of product (1.0 means a 100% yield; for example, 0.34 means a 34% yield). (1) The reactants are [F:1][C:2]([F:20])([F:19])[O:3][C:4]1[CH:9]=[CH:8][C:7]([C:10]2[CH:14]=[C:13]([C:15]([NH:17][NH2:18])=O)[O:12][N:11]=2)=[CH:6][CH:5]=1.Cl.[C:22](=N)([NH2:24])[CH3:23].[OH-].[Na+]. The catalyst is C1COCC1. The product is [CH3:23][C:22]1[NH:18][N:17]=[C:15]([C:13]2[O:12][N:11]=[C:10]([C:7]3[CH:8]=[CH:9][C:4]([O:3][C:2]([F:20])([F:19])[F:1])=[CH:5][CH:6]=3)[CH:14]=2)[N:24]=1. The yield is 0.710. (2) The reactants are [NH2:1][C@H:2]1[CH2:7][CH2:6][C@H:5]([OH:8])[CH2:4][CH2:3]1.CCN(C(C)C)C(C)C.[Br:18][C:19]1[CH:20]=[CH:21][C:22]([O:29][CH3:30])=[C:23]([S:25](Cl)(=[O:27])=[O:26])[CH:24]=1. The catalyst is C(Cl)Cl. The product is [Br:18][C:19]1[CH:20]=[CH:21][C:22]([O:29][CH3:30])=[C:23]([S:25]([NH:1][C@H:2]2[CH2:7][CH2:6][C@H:5]([OH:8])[CH2:4][CH2:3]2)(=[O:26])=[O:27])[CH:24]=1. The yield is 0.890. (3) The yield is 0.790. The catalyst is CC(N(C)C)=O. The product is [CH3:1][N:2]([CH3:8])[C@@H:3]1[CH2:7][CH2:6][N:5]([C:10]2[C:15]([N+:16]([O-:18])=[O:17])=[CH:14][C:13]([NH:19][C:20]3[N:25]=[C:24]([C:26]4[CH:27]=[N:28][N:29]5[CH2:34][CH2:33][CH2:32][CH2:31][C:30]=45)[CH:23]=[CH:22][N:21]=3)=[C:12]([O:35][CH3:36])[CH:11]=2)[CH2:4]1. The reactants are [CH3:1][N:2]([CH3:8])[C@@H:3]1[CH2:7][CH2:6][NH:5][CH2:4]1.F[C:10]1[C:15]([N+:16]([O-:18])=[O:17])=[CH:14][C:13]([NH:19][C:20]2[N:25]=[C:24]([C:26]3[CH:27]=[N:28][N:29]4[CH2:34][CH2:33][CH2:32][CH2:31][C:30]=34)[CH:23]=[CH:22][N:21]=2)=[C:12]([O:35][CH3:36])[CH:11]=1.CCN(C(C)C)C(C)C. (4) The reactants are [Si]([O:8][C@H:9]([CH3:42])[CH2:10][CH2:11][CH2:12][C@H:13]([OH:41])/[CH:14]=[CH:15]/[C@H:16]1[C@H:20]([O:21][CH:22]2[CH2:27][CH2:26][CH2:25][CH2:24][O:23]2)[CH2:19][C@@H:18]([Cl:28])[C@@H:17]1[CH2:29]/[CH:30]=[CH:31]\[CH2:32][CH2:33][CH2:34][C:35]([O:37][CH2:38][CH:39]=[CH2:40])=[O:36])(C(C)(C)C)(C)C.CCCC[N+](CCCC)(CCCC)CCCC.[F-].C1COCC1. No catalyst specified. The product is [Cl:28][C@H:18]1[C@H:17]([CH2:29]/[CH:30]=[CH:31]\[CH2:32][CH2:33][CH2:34][C:35]([O:37][CH2:38][CH:39]=[CH2:40])=[O:36])[C@@H:16](/[CH:15]=[CH:14]/[C@@H:13]([OH:41])[CH2:12][CH2:11][CH2:10][C@H:9]([OH:8])[CH3:42])[C@H:20]([O:21][CH:22]2[CH2:27][CH2:26][CH2:25][CH2:24][O:23]2)[CH2:19]1. The yield is 0.790.